Dataset: Reaction yield outcomes from USPTO patents with 853,638 reactions. Task: Predict the reaction yield, written as a fraction of the theoretical maximum amount of product (1.0 means a 100% yield; for example, 0.34 means a 34% yield). (1) The reactants are Br[C:2]1[CH:7]=[CH:6][C:5]([NH:8][C:9]2[N:14]=[C:13]3[C:15]4[N:22]([CH3:23])[N:21]=[C:20]([C:24]([NH:26][C:27]5[CH:32]=[CH:31][CH:30]=[CH:29][C:28]=5[CH2:33][CH3:34])=[O:25])[C:16]=4[CH2:17][CH2:18][CH2:19][C:12]3=[CH:11][N:10]=2)=[C:4]([O:35][CH3:36])[CH:3]=1.[Li]N([Si](C)(C)C)[Si](C)(C)C.[CH3:47][N:48]1[CH2:53][CH2:52][NH:51][CH2:50][CH2:49]1. The catalyst is C1COCC1.C1C=CC(/C=C/C(/C=C/C2C=CC=CC=2)=O)=CC=1.C1C=CC(/C=C/C(/C=C/C2C=CC=CC=2)=O)=CC=1.C1C=CC(/C=C/C(/C=C/C2C=CC=CC=2)=O)=CC=1.[Pd].[Pd].C1(P(C2CCCCC2)C2C=CC=CC=2C2C=CC=CC=2N(C)C)CCCCC1. The product is [CH2:33]([C:28]1[CH:29]=[CH:30][CH:31]=[CH:32][C:27]=1[NH:26][C:24]([C:20]1[C:16]2[CH2:17][CH2:18][CH2:19][C:12]3[C:13](=[N:14][C:9]([NH:8][C:5]4[CH:6]=[CH:7][C:2]([N:51]5[CH2:52][CH2:53][N:48]([CH3:47])[CH2:49][CH2:50]5)=[CH:3][C:4]=4[O:35][CH3:36])=[N:10][CH:11]=3)[C:15]=2[N:22]([CH3:23])[N:21]=1)=[O:25])[CH3:34]. The yield is 0.950. (2) The reactants are ClC1C=[C:4]([C:9]2[N:13]3[C:14]4[N:22]=[C:21]([O:23][CH3:24])[CH:20]=[CH:19][C:15]=4[N:16]=[C:17]([CH3:18])[C:12]3=[C:11]([CH3:25])[N:10]=2)C=C(Cl)C=1.[Cl:26][C:27]1[S:31]C(B(O)O)=[CH:29][CH:28]=1.C([O-])([O-])=O.[K+].[K+]. The catalyst is C1C=CC([P]([Pd]([P](C2C=CC=CC=2)(C2C=CC=CC=2)C2C=CC=CC=2)([P](C2C=CC=CC=2)(C2C=CC=CC=2)C2C=CC=CC=2)[P](C2C=CC=CC=2)(C2C=CC=CC=2)C2C=CC=CC=2)(C2C=CC=CC=2)C2C=CC=CC=2)=CC=1. The product is [Cl:26][C:27]1[S:31][C:4]([C:9]2[N:13]3[C:14]4[N:22]=[C:21]([O:23][CH3:24])[CH:20]=[CH:19][C:15]=4[N:16]=[C:17]([CH3:18])[C:12]3=[C:11]([CH3:25])[N:10]=2)=[CH:29][CH:28]=1. The yield is 0.840. (3) The reactants are [F:1][C:2]1[CH:3]=[CH:4][C:5]([C:18]([F:21])([F:20])[F:19])=[C:6]2[C:10]=1[N:9]([CH2:11][CH2:12][O:13][CH3:14])[CH:8]=[C:7]2[C:15](O)=[O:16].CCN(CC)CC.Cl.[F:30][C:31]([F:50])([F:49])[C:32]([NH:34][CH2:35][C:36]1[CH:41]=[CH:40][C:39]([F:42])=[C:38]([CH:43]2[CH2:48][CH2:47][NH:46][CH2:45][CH2:44]2)[CH:37]=1)=[O:33].CCN=C=NCCCN(C)C. The catalyst is C(Cl)Cl. The product is [F:50][C:31]([F:49])([F:30])[C:32]([NH:34][CH2:35][C:36]1[CH:41]=[CH:40][C:39]([F:42])=[C:38]([CH:43]2[CH2:48][CH2:47][N:46]([C:15]([C:7]3[C:6]4[C:10](=[C:2]([F:1])[CH:3]=[CH:4][C:5]=4[C:18]([F:21])([F:19])[F:20])[N:9]([CH2:11][CH2:12][O:13][CH3:14])[CH:8]=3)=[O:16])[CH2:45][CH2:44]2)[CH:37]=1)=[O:33]. The yield is 0.280. (4) The reactants are [CH3:1][O:2][C:3](=[O:27])[C:4]1[C:5](=[C:10]([CH3:26])[C:11]([O:18][S:19]([C:22]([F:25])([F:24])[F:23])(=[O:21])=[O:20])=[CH:12][C:13]=1[O:14]CC=C)[C:6]([O:8][CH3:9])=[O:7].C(NCC)C. The catalyst is C1(C)C=CC=CC=1. The product is [CH3:1][O:2][C:3](=[O:27])[C:4]1[C:5](=[C:10]([CH3:26])[C:11]([O:18][S:19]([C:22]([F:23])([F:25])[F:24])(=[O:21])=[O:20])=[CH:12][C:13]=1[OH:14])[C:6]([O:8][CH3:9])=[O:7]. The yield is 0.550. (5) The product is [NH2:6][C:7]1[N:8]=[CH:9][C:10](/[CH:3]=[CH:2]/[C:1]([OH:5])=[O:4])=[CH:11][CH:12]=1. The yield is 0.620. The catalyst is O.Cl[Pd]Cl. The reactants are [C:1]([OH:5])(=[O:4])[CH:2]=[CH2:3].[NH2:6][C:7]1[CH:12]=[CH:11][C:10](Br)=[CH:9][N:8]=1.C([O-])([O-])=O.[Na+].[Na+]. (6) The reactants are Cl.[C:2](Cl)(=[O:9])[C:3]1[CH:8]=[CH:7][CH:6]=[N:5][CH:4]=1.[F:11][C:12]1[C:17]([F:18])=[CH:16][N:15]=[C:14]2[NH:19][CH:20]=[C:21]([NH2:22])[C:13]=12. The catalyst is N1C=CC=CC=1. The product is [F:11][C:12]1[C:17]([F:18])=[CH:16][N:15]=[C:14]2[NH:19][CH:20]=[C:21]([NH:22][C:2](=[O:9])[C:3]3[CH:8]=[CH:7][CH:6]=[N:5][CH:4]=3)[C:13]=12. The yield is 0.920. (7) The reactants are [F:1][C:2]1[CH:20]=[CH:19][C:5]([CH2:6][C:7]2[CH:8]=[N:9][C:10]3[N:11]([N:13]=[CH:14][C:15]=3[C:16](O)=[O:17])[CH:12]=2)=[CH:4][C:3]=1[C:21]([F:24])([F:23])[F:22].[NH2:25][C:26]1[CH:27]=[CH:28][C:29]([O:32][CH3:33])=[N:30][CH:31]=1.CN(C(ON1N=NC2C=CC=CC1=2)=[N+](C)C)C.[B-](F)(F)(F)F.C(N(CC)C(C)C)(C)C. The catalyst is CN(C=O)C. The product is [F:1][C:2]1[CH:20]=[CH:19][C:5]([CH2:6][C:7]2[CH:8]=[N:9][C:10]3[N:11]([N:13]=[CH:14][C:15]=3[C:16]([NH:25][C:26]3[CH:31]=[N:30][C:29]([O:32][CH3:33])=[CH:28][CH:27]=3)=[O:17])[CH:12]=2)=[CH:4][C:3]=1[C:21]([F:23])([F:22])[F:24]. The yield is 0.240. (8) The reactants are [Li]C(C)(C)C.Br[C:7]1[CH:8]=[C:9]2[C:15]([CH3:16])=[N:14][NH:13][C:10]2=[N:11][CH:12]=1.CN([CH:20]=[O:21])C. The catalyst is C1COCC1. The product is [CH3:16][C:15]1[C:9]2[C:10](=[N:11][CH:12]=[C:7]([CH:20]=[O:21])[CH:8]=2)[NH:13][N:14]=1. The yield is 0.205. (9) The reactants are [CH3:1][O:2][C:3](=[O:14])[CH2:4][C:5]1[CH:10]=[CH:9][C:8]([N+:11]([O-])=O)=[CH:7][CH:6]=1.[H][H]. The catalyst is CO.CCOC(C)=O.[Pd]. The product is [CH3:1][O:2][C:3](=[O:14])[CH2:4][C:5]1[CH:10]=[CH:9][C:8]([NH2:11])=[CH:7][CH:6]=1. The yield is 0.987. (10) The reactants are O1CCCCC1[O:7][C:8]1[CH:9]=[C:10]([C:14]23[CH2:21][CH2:20][C:17]([CH2:22][CH2:23][O:24][CH2:25][C:26]([O:28][C:29]([CH3:32])([CH3:31])[CH3:30])=[O:27])([CH2:18][CH2:19]2)[CH2:16][O:15]3)[CH:11]=[CH:12][CH:13]=1.CC1C=CC(S([O-])(=O)=O)=CC=1.C1C=C[NH+]=CC=1. The catalyst is CO. The product is [OH:7][C:8]1[CH:9]=[C:10]([C:14]23[CH2:19][CH2:18][C:17]([CH2:22][CH2:23][O:24][CH2:25][C:26]([O:28][C:29]([CH3:32])([CH3:31])[CH3:30])=[O:27])([CH2:20][CH2:21]2)[CH2:16][O:15]3)[CH:11]=[CH:12][CH:13]=1. The yield is 0.890.